This data is from Forward reaction prediction with 1.9M reactions from USPTO patents (1976-2016). The task is: Predict the product of the given reaction. (1) The product is: [Cl:12][C:10]1[CH:11]=[C:2]([N:1]2[C:15]([CH3:16])=[CH:14][N:17]=[C:18]2[CH3:19])[C:3]([CH3:13])=[C:4]([CH:9]=1)[C:5]([O:7][CH3:8])=[O:6]. Given the reactants [NH2:1][C:2]1[C:3]([CH3:13])=[C:4]([CH:9]=[C:10]([Cl:12])[CH:11]=1)[C:5]([O:7][CH3:8])=[O:6].[CH2:14]([NH:17][C:18](=O)[CH3:19])[C:15]#[CH:16], predict the reaction product. (2) Given the reactants [Br:1][C:2]1[C:11]2[C:6](=[CH:7][C:8]([C:12]3[S:16][C:15]4[CH:17]=[CH:18][CH:19]=[CH:20][C:14]=4[C:13]=3[C:21](=[O:26])[CH2:22][CH:23]([CH3:25])[CH3:24])=[CH:9][CH:10]=2)[CH:5]=[CH:4][C:3]=1[O:27][CH2:28][C:29]#[N:30].[N-:31]=[N+:32]=[N-:33].[Na+].[Cl-].[NH4+].CN(C=O)C.Cl, predict the reaction product. The product is: [Br:1][C:2]1[C:3]([O:27][CH2:28][C:29]2[NH:33][N:32]=[N:31][N:30]=2)=[CH:4][CH:5]=[C:6]2[C:11]=1[CH:10]=[CH:9][C:8]([C:12]1[S:16][C:15]3[CH:17]=[CH:18][CH:19]=[CH:20][C:14]=3[C:13]=1[C:21](=[O:26])[CH2:22][CH:23]([CH3:25])[CH3:24])=[CH:7]2. (3) Given the reactants [CH3:1][N:2]1[CH:6]=[C:5]([C:7]2[CH:8]=[CH:9][C:10]3[N:11]([C:13]([SH:16])=[N:14][N:15]=3)[CH:12]=2)[CH:4]=[N:3]1.Br[C:18]1[CH:19]=[C:20]2[C:25](=[CH:26][CH:27]=1)[N:24]=[CH:23][C:22]([N:28]1[CH2:33][CH2:32][O:31][CH2:30][CH2:29]1)=[C:21]2[O:34][CH2:35][CH:36]1[CH2:38][CH2:37]1.C1(P(C2C=CC=CC=2)C2C3OC4C(=CC=CC=4P(C4C=CC=CC=4)C4C=CC=CC=4)C(C)(C)C=3C=CC=2)C=CC=CC=1.CC(C)([O-])C.[Na+], predict the reaction product. The product is: [CH:36]1([CH2:35][O:34][C:21]2[C:20]3[C:25](=[CH:26][CH:27]=[C:18]([S:16][C:13]4[N:11]5[CH:12]=[C:7]([C:5]6[CH:4]=[N:3][N:2]([CH3:1])[CH:6]=6)[CH:8]=[CH:9][C:10]5=[N:15][N:14]=4)[CH:19]=3)[N:24]=[CH:23][C:22]=2[N:28]2[CH2:33][CH2:32][O:31][CH2:30][CH2:29]2)[CH2:37][CH2:38]1. (4) Given the reactants [C:1]1([S:7][C:8]2[CH:13]=[CH:12][CH:11]=[CH:10][CH:9]=2)[CH:6]=[CH:5][CH:4]=[CH:3][CH:2]=1.ClN1C(=[O:21])N(Cl)C(=O)N(Cl)C1=O.Cl[O-].[Na+].S([O-])([O-])=O.[Na+].[Na+].[OH2:35], predict the reaction product. The product is: [C:8]1([S:7]([C:1]2[CH:2]=[CH:3][CH:4]=[CH:5][CH:6]=2)(=[O:21])=[O:35])[CH:9]=[CH:10][CH:11]=[CH:12][CH:13]=1. (5) Given the reactants [Br:1][C:2]1[CH:3]=[C:4]([N:8]([CH3:10])N)[CH:5]=[CH:6][CH:7]=1.[N:11]12[CH2:19][CH2:18][CH:15]([CH2:16][CH2:17]1)[C:14](=O)[CH2:13][CH2:12]2.Cl, predict the reaction product. The product is: [Br:1][C:2]1[CH:7]=[CH:6][C:5]2[C:13]3[CH2:12][N:11]4[CH2:19][CH2:18][CH:15]([CH2:16][CH2:17]4)[C:14]=3[N:8]([CH3:10])[C:4]=2[CH:3]=1. (6) Given the reactants [F:1][C:2]([F:13])([F:12])[CH2:3][O:4][C:5]1[CH:10]=[C:9](N)[CH:8]=[CH:7][N:6]=1.ClC1[N:20]=C(N)C=CC=1, predict the reaction product. The product is: [F:1][C:2]([F:13])([F:12])[CH2:3][O:4][C:5]1[N:6]=[C:7]([NH2:20])[CH:8]=[CH:9][CH:10]=1. (7) Given the reactants Cl[C:2]1[N:10]=[C:9]2[C:5]([N:6]=[CH:7][N:8]2[CH2:11][C:12]([O:14][CH2:15][CH3:16])=[O:13])=[C:4]([C:17]2[O:18][CH:19]=[CH:20][CH:21]=2)[N:3]=1.[CH3:22][NH:23][CH3:24].[CH:25](O)(C)C, predict the reaction product. The product is: [CH3:22][N:23]([CH3:24])[C:2]1[N:10]=[C:9]2[C:5]([N:6]=[CH:7][N:8]2[CH2:11][C:12]([O:14][CH:15]([CH3:25])[CH3:16])=[O:13])=[C:4]([C:17]2[O:18][CH:19]=[CH:20][CH:21]=2)[N:3]=1.